This data is from Catalyst prediction with 721,799 reactions and 888 catalyst types from USPTO. The task is: Predict which catalyst facilitates the given reaction. (1) Reactant: [Cl:1][C:2]1[CH:7]=[CH:6][CH:5]=[CH:4][C:3]=1[N:8]1[C:12](=[O:13])/[C:11](=[C:14](/OCC)\[CH3:15])/[C:10]([CH2:19][C:20]([O:22][CH3:23])=[O:21])=[N:9]1.[N:24]1[CH:29]=[CH:28][CH:27]=[CH:26][C:25]=1[CH2:30][NH2:31]. Product: [Cl:1][C:2]1[CH:7]=[CH:6][CH:5]=[CH:4][C:3]=1[N:8]1[C:12](=[O:13])/[C:11](=[C:14](/[NH:31][CH2:30][C:25]2[CH:26]=[CH:27][CH:28]=[CH:29][N:24]=2)\[CH3:15])/[C:10]([CH2:19][C:20]([O:22][CH3:23])=[O:21])=[N:9]1. The catalyst class is: 11. (2) Reactant: Cl[C:2](OC1C=CC([N+]([O-])=O)=CC=1)=[O:3].[OH:14][CH:15]1[CH2:20][CH2:19][N:18]([C:21]2[CH:26]=[CH:25][C:24]([NH2:27])=[CH:23][CH:22]=2)[CH2:17][CH2:16]1.Cl.[CH3:29][N:30]1[CH:34]=[CH:33][CH:32]=[C:31]1[C:35]([N:37]1[CH2:42][CH2:41][NH:40][CH2:39][CH2:38]1)=[O:36].C(N(CC)CC)C.C(=O)(O)[O-].[Na+]. Product: [OH:14][CH:15]1[CH2:20][CH2:19][N:18]([C:21]2[CH:26]=[CH:25][C:24]([NH:27][C:2]([N:40]3[CH2:39][CH2:38][N:37]([C:35]([C:31]4[N:30]([CH3:29])[CH:34]=[CH:33][CH:32]=4)=[O:36])[CH2:42][CH2:41]3)=[O:3])=[CH:23][CH:22]=2)[CH2:17][CH2:16]1. The catalyst class is: 7. (3) Reactant: [F:1][C:2]1[CH:3]=[C:4]([CH:25]=[CH:26][C:27]=1[F:28])[CH2:5][NH:6][C:7](=[O:24])[C:8]1[CH:13]=[CH:12][CH:11]=[N:10][C:9]=1[NH:14][C@H:15]([C:18]1[CH:23]=[CH:22][CH:21]=[CH:20][CH:19]=1)[CH2:16][OH:17].CN(C=O)C.[H-].[Na+].F[C:37]1[CH:38]=[CH:39][C:40]([N+:44]([O-:46])=[O:45])=[C:41]([CH:43]=1)[NH2:42]. Product: [NH2:42][C:41]1[CH:43]=[C:37]([CH:38]=[CH:39][C:40]=1[N+:44]([O-:46])=[O:45])[O:17][CH2:16][C@H:15]([NH:14][C:9]1[N:10]=[CH:11][CH:12]=[CH:13][C:8]=1[C:7]([NH:6][CH2:5][C:4]1[CH:25]=[CH:26][C:27]([F:28])=[C:2]([F:1])[CH:3]=1)=[O:24])[C:18]1[CH:23]=[CH:22][CH:21]=[CH:20][CH:19]=1. The catalyst class is: 13. (4) Reactant: [CH2:1]([C:3]1[N:13]([CH2:14][C:15]2[CH:20]=[CH:19][C:18](/[CH:21]=[CH:22]/[CH2:23][CH2:24][OH:25])=[CH:17][CH:16]=2)[C:6]2=[N:7][C:8]([CH3:12])=[CH:9][C:10]([CH3:11])=[C:5]2[N:4]=1)[CH3:2]. Product: [CH2:1]([C:3]1[N:13]([CH2:14][C:15]2[CH:16]=[CH:17][C:18]([CH2:21][CH2:22][CH2:23][CH2:24][OH:25])=[CH:19][CH:20]=2)[C:6]2=[N:7][C:8]([CH3:12])=[CH:9][C:10]([CH3:11])=[C:5]2[N:4]=1)[CH3:2]. The catalyst class is: 354. (5) Reactant: [CH3:1][C:2]1[CH:3]=[C:4](Br)[CH:5]=[C:6]([CH3:8])[CH:7]=1.[Mg].C([O:14][B:15](OC(C)C)[O:16]C(C)C)(C)C.S(=O)(=O)(O)O. Product: [CH3:1][C:2]1[CH:3]=[C:4]([B:15]([OH:16])[OH:14])[CH:5]=[C:6]([CH3:8])[CH:7]=1. The catalyst class is: 165. (6) Reactant: [O:1]1[C:5]2[CH:6]=[CH:7][C:8]([CH:10]([C:26]3[C:34]4[C:29](=[CH:30][C:31](Br)=[CH:32][CH:33]=4)[N:28]([CH3:36])[CH:27]=3)[C:11]([NH:13][S:14]([C:17]3[CH:22]=[CH:21][C:20]([CH3:23])=[CH:19][C:18]=3[O:24][CH3:25])(=[O:16])=[O:15])=[O:12])=[CH:9][C:4]=2[O:3][CH2:2]1.[CH3:37][O:38][CH2:39][Sn](CCCC)(CCCC)CCCC. Product: [O:1]1[C:5]2[CH:6]=[CH:7][C:8]([CH:10]([C:26]3[C:34]4[C:29](=[CH:30][C:31]([CH2:37][O:38][CH3:39])=[CH:32][CH:33]=4)[N:28]([CH3:36])[CH:27]=3)[C:11]([NH:13][S:14]([C:17]3[CH:22]=[CH:21][C:20]([CH3:23])=[CH:19][C:18]=3[O:24][CH3:25])(=[O:16])=[O:15])=[O:12])=[CH:9][C:4]=2[O:3][CH2:2]1. The catalyst class is: 77.